Dataset: Catalyst prediction with 721,799 reactions and 888 catalyst types from USPTO. Task: Predict which catalyst facilitates the given reaction. Product: [NH2:35][C:33](=[O:34])[C:32]([C:8]1[C:7]2[C:11](=[C:12]3[CH2:17][CH2:16][CH2:15][C:13]3=[CH:14][C:6]=2[O:5][CH2:4][C:3]([OH:37])=[O:2])[N:10]([CH2:18][C:19]2[CH:24]=[CH:23][CH:22]=[CH:21][C:20]=2[C:25]2[S:26][C:27]([Br:30])=[CH:28][CH:29]=2)[C:9]=1[CH3:31])=[O:36]. Reactant: C[O:2][C:3](=[O:37])[CH2:4][O:5][C:6]1[CH:14]=[C:13]2[CH2:15][CH2:16][CH2:17][C:12]2=[C:11]2[C:7]=1[C:8]([C:32](=[O:36])[C:33]([NH2:35])=[O:34])=[C:9]([CH3:31])[N:10]2[CH2:18][C:19]1[CH:24]=[CH:23][CH:22]=[CH:21][C:20]=1[C:25]1[S:26][C:27]([Br:30])=[CH:28][CH:29]=1.[OH-].[Li+].Cl. The catalyst class is: 38.